From a dataset of Reaction yield outcomes from USPTO patents with 853,638 reactions. Predict the reaction yield, written as a fraction of the theoretical maximum amount of product (1.0 means a 100% yield; for example, 0.34 means a 34% yield). (1) The reactants are OS(O)(=O)=O.[C:6]([NH:9][C@@H:10]([CH2:14][S:15][C:16]([O:18][C:19]1[CH:24]=[CH:23][C:22]([C:25]2[CH:30]=[CH:29][C:28]([F:31])=[CH:27][C:26]=2[F:32])=[CH:21][C:20]=1[C:33]([O:35][CH2:36][C:37]1[CH:42]=[CH:41][C:40]([O:43][CH3:44])=[CH:39][CH:38]=1)=[O:34])=[O:17])[C:11]([OH:13])=[O:12])(=[O:8])[CH3:7].O.[CH3:46]O. No catalyst specified. The product is [C:6]([NH:9][C@H:10]([C:11]([O:13][CH3:46])=[O:12])[CH2:14][S:15][C:16]([O:18][C:19]1[CH:24]=[CH:23][C:22]([C:25]2[CH:30]=[CH:29][C:28]([F:31])=[CH:27][C:26]=2[F:32])=[CH:21][C:20]=1[C:33]([O:35][CH2:36][C:37]1[CH:38]=[CH:39][C:40]([O:43][CH3:44])=[CH:41][CH:42]=1)=[O:34])=[O:17])(=[O:8])[CH3:7]. The yield is 0.300. (2) The yield is 0.880. The catalyst is C(Cl)(Cl)Cl.[O-2].[Mn+4].[O-2]. The product is [OH:1][C:2]([C:30]1[S:31][CH:32]=[CH:33][CH:34]=1)([C:35]1[S:36][CH:37]=[CH:38][CH:39]=1)[C:3]([O:5][C@H:6]1[CH2:7][CH2:8][C@H:9]([N:12]([CH2:14][CH2:15][C:16]([NH:18][C:19]2[CH:24]=[C:23]([O:25][CH3:26])[C:22]([CH:27]=[O:28])=[CH:21][C:20]=2[Cl:29])=[O:17])[CH3:13])[CH2:10][CH2:11]1)=[O:4]. The reactants are [OH:1][C:2]([C:35]1[S:36][CH:37]=[CH:38][CH:39]=1)([C:30]1[S:31][CH:32]=[CH:33][CH:34]=1)[C:3]([O:5][C@H:6]1[CH2:11][CH2:10][C@H:9]([N:12]([CH2:14][CH2:15][C:16]([NH:18][C:19]2[CH:24]=[C:23]([O:25][CH3:26])[C:22]([CH2:27][OH:28])=[CH:21][C:20]=2[Cl:29])=[O:17])[CH3:13])[CH2:8][CH2:7]1)=[O:4]. (3) The reactants are [H-].[Na+].[CH3:3][CH:4]([NH:6][CH2:7][CH:8]([OH:21])[CH2:9][O:10][C:11]1[CH:12]=[CH:13][CH:14]=[C:15]2[CH:20]=[CH:19][CH:18]=[CH:17][C:16]=12)[CH3:5].Cl. The catalyst is C1COCC1. The product is [CH3:5][CH:4]([NH:6][CH2:7][CH:8]([OH:21])[CH2:9][O:10][C:11]1[CH:12]=[CH:13][CH:14]=[C:15]2[CH:20]=[CH:19][CH:18]=[CH:17][C:16]=12)[CH3:3]. The yield is 0.690. (4) The reactants are [CH3:1][C:2]1[CH:11]=[CH:10][C:9]2[C:4](=[CH:5][CH:6]=[CH:7][C:8]=2[N:12]2[CH2:17][CH2:16][NH:15][C@@H:14]([CH3:18])[CH2:13]2)[N:3]=1.[Cl:19][CH2:20][CH2:21][C:22]1[CH:23]=[C:24](F)[C:25]2[O:30][CH2:29][C:28](=[O:31])[NH:27][C:26]=2[CH:32]=1. No catalyst specified. The product is [ClH:19].[CH3:18][C@H:14]1[CH2:13][N:12]([C:8]2[CH:7]=[CH:6][CH:5]=[C:4]3[C:9]=2[CH:10]=[CH:11][C:2]([CH3:1])=[N:3]3)[CH2:17][CH2:16][N:15]1[CH2:20][CH2:21][C:22]1[CH:23]=[CH:24][C:25]2[O:30][CH2:29][C:28](=[O:31])[NH:27][C:26]=2[CH:32]=1. The yield is 0.320. (5) The reactants are [F:1][C:2]1[C:3](=[O:24])[N:4]2[C:9](=[C:10]([C:21]([OH:23])=O)[C:11]=1[NH:12][C:13]1[CH:18]=[CH:17][C:16]([I:19])=[CH:15][C:14]=1[F:20])[CH2:8][CH2:7][CH2:6][CH2:5]2.C([O:29][CH2:30][CH2:31][O:32][NH2:33])(C)(C)C.ON1C2C=CC=CC=2N=N1.C(N=C=NCCCN(C)C)C.C(N(CC)CC)C. The catalyst is C(Cl)Cl.CN(C=O)C. The product is [F:1][C:2]1[C:3](=[O:24])[N:4]2[C:9](=[C:10]([C:21]([NH:33][O:32][CH2:31][CH2:30][OH:29])=[O:23])[C:11]=1[NH:12][C:13]1[CH:18]=[CH:17][C:16]([I:19])=[CH:15][C:14]=1[F:20])[CH2:8][CH2:7][CH2:6][CH2:5]2. The yield is 0.240. (6) The reactants are [F:1][C:2]1[CH:7]=[CH:6][C:5]([NH:8][C:9](=[O:32])[CH2:10][C:11]2[C:12](=[O:31])[O:13][C:14]3[C:19]([C:20]=2[C:21]2[CH:26]=[CH:25][CH:24]=[CH:23][CH:22]=2)=[CH:18][C:17]2[CH2:27][CH2:28][CH:29](O)[C:16]=2[CH:15]=3)=[C:4]([C:33]([F:36])([F:35])[F:34])[CH:3]=1. The catalyst is C1(C)C=CC=CC=1. The product is [F:1][C:2]1[CH:7]=[CH:6][C:5]([NH:8][C:9](=[O:32])[CH2:10][C:11]2[C:12](=[O:31])[O:13][C:14]3[C:19]([C:20]=2[C:21]2[CH:26]=[CH:25][CH:24]=[CH:23][CH:22]=2)=[CH:18][C:17]2[CH2:27][CH:28]=[CH:29][C:16]=2[CH:15]=3)=[C:4]([C:33]([F:36])([F:34])[F:35])[CH:3]=1. The yield is 0.740. (7) The reactants are [Cl:1][C:2]1[CH:7]=[CH:6][C:5]([C:8](=[O:17])[C:9]2[CH:14]=[CH:13][C:12]([O:15][CH3:16])=[CH:11][CH:10]=2)=[CH:4][C:3]=1[S:18](Cl)(=[O:20])=[O:19].[CH2:22]([NH2:30])[CH2:23][C:24]1[CH:29]=[CH:28][CH:27]=[CH:26][CH:25]=1.C(N(CC)CC)C.O. The catalyst is C(Cl)Cl. The product is [Cl:1][C:2]1[CH:7]=[CH:6][C:5]([C:8](=[O:17])[C:9]2[CH:14]=[CH:13][C:12]([O:15][CH3:16])=[CH:11][CH:10]=2)=[CH:4][C:3]=1[S:18]([NH:30][CH2:22][CH2:23][C:24]1[CH:29]=[CH:28][CH:27]=[CH:26][CH:25]=1)(=[O:20])=[O:19]. The yield is 0.520. (8) The yield is 0.770. The product is [Br:1][C:2]1[C:3]([F:9])=[CH:4][C:5]2[N:6]=[C:11]([NH2:12])[S:10][C:7]=2[CH:8]=1. The reactants are [Br:1][C:2]1[CH:8]=[CH:7][C:5]([NH2:6])=[CH:4][C:3]=1[F:9].[S-:10][C:11]#[N:12].[K+].BrBr. The catalyst is C(O)(=O)C. (9) The reactants are [Br:1][CH2:2][CH2:3][NH:4][C:5]([S:7][C:8]1[CH:21]=[CH:20][CH:19]=[CH:18][C:9]=1[C:10]([NH:12][C:13](=[O:17])[CH2:14][CH2:15][NH2:16])=[O:11])=[O:6].[N:22]1[CH:27]=[CH:26][CH:25]=[CH:24][CH:23]=1. No catalyst specified. The product is [N+:22]1([CH2:2][CH2:3][NH:4][C:5]([S:7][C:8]2[CH:21]=[CH:20][CH:19]=[CH:18][C:9]=2[C:10]([NH:12][C:13](=[O:17])[CH2:14][CH2:15][NH2:16])=[O:11])=[O:6])[CH:27]=[CH:26][CH:25]=[CH:24][CH:23]=1.[Br-:1]. The yield is 0.820. (10) The reactants are [CH3:1][C:2]1[CH:3]=[CH:4][C:5]2[O:6][CH2:7][CH2:8][NH:9][C:10]=2[N:11]=1.[C:12](O[C:12]([O:14][C:15]([CH3:18])([CH3:17])[CH3:16])=[O:13])([O:14][C:15]([CH3:18])([CH3:17])[CH3:16])=[O:13]. No catalyst specified. The product is [C:15]([O:14][C:12]([N:9]1[CH2:8][CH2:7][O:6][C:5]2[CH:4]=[CH:3][C:2]([CH3:1])=[N:11][C:10]1=2)=[O:13])([CH3:18])([CH3:17])[CH3:16]. The yield is 0.800.